This data is from Retrosynthesis with 50K atom-mapped reactions and 10 reaction types from USPTO. The task is: Predict the reactants needed to synthesize the given product. (1) Given the product CC(C)(SCc1ccccc1)[C@@H](N)C(=O)O, predict the reactants needed to synthesize it. The reactants are: BrCc1ccccc1.CC(C)(S)[C@@H](N)C(=O)O. (2) The reactants are: CCOC(=O)C(F)(F)F.N[C@@H]1CCCN2c3cc(Cl)ccc3Nc3ccccc3[C@H]12. Given the product O=C(N[C@@H]1CCCN2c3cc(Cl)ccc3Nc3ccccc3[C@H]12)C(F)(F)F, predict the reactants needed to synthesize it. (3) Given the product Fc1ccc(CN2CCCC(Nc3nccc(-c4c(-c5ccc(F)cc5)nc5sccn45)n3)C2)cc1, predict the reactants needed to synthesize it. The reactants are: Fc1ccc(-c2nc3sccn3c2-c2ccnc(NC3CCCNC3)n2)cc1.O=Cc1ccc(F)cc1. (4) Given the product COc1cncc(OC)c1CCCO, predict the reactants needed to synthesize it. The reactants are: CCOC(=O)CCc1c(OC)cncc1OC.